From a dataset of Catalyst prediction with 721,799 reactions and 888 catalyst types from USPTO. Predict which catalyst facilitates the given reaction. (1) Reactant: [C:1]([C:5]1[CH:6]=[C:7]([CH:10]=[C:11]([C:14]([CH3:17])([CH3:16])[CH3:15])[C:12]=1[OH:13])[CH:8]=[O:9])([CH3:4])([CH3:3])[CH3:2].C1(C)C=CC=CC=1.[CH2:25]([Mg]Cl)[CH2:26][C:27]1[CH:32]=[CH:31][CH:30]=[CH:29][CH:28]=1.O. Product: [C:14]([C:11]1[CH:10]=[C:7]([CH:8]([OH:9])[CH2:25][CH2:26][C:27]2[CH:32]=[CH:31][CH:30]=[CH:29][CH:28]=2)[CH:6]=[C:5]([C:1]([CH3:4])([CH3:3])[CH3:2])[C:12]=1[OH:13])([CH3:17])([CH3:16])[CH3:15]. The catalyst class is: 1. (2) Reactant: C([N-]C(C)C)(C)C.[Li+].[Cl:9][C:10]1[CH:11]=[N:12][CH:13]=[C:14]([Cl:16])[CH:15]=1.[CH:17]1([C@H:23]2[CH2:27][N:26]([C:28]([O:30][C:31]([CH3:34])([CH3:33])[CH3:32])=[O:29])[C@H:25]([CH:35]=[O:36])[CH2:24]2)[CH2:22][CH2:21][CH2:20][CH2:19][CH2:18]1.N1CCCC1. Product: [CH:17]1([C@H:23]2[CH2:27][N:26]([C:28]([O:30][C:31]([CH3:32])([CH3:33])[CH3:34])=[O:29])[C@H:25]([C@H:35]([C:15]3[C:14]([Cl:16])=[CH:13][N:12]=[CH:11][C:10]=3[Cl:9])[OH:36])[CH2:24]2)[CH2:18][CH2:19][CH2:20][CH2:21][CH2:22]1. The catalyst class is: 1. (3) Reactant: [CH3:1][C:2]1[CH:7]=[CH:6][C:5]([NH2:8])=[CH:4][C:3]=1[NH:9][C:10]1[N:11]([C:15]2[C:16]3[CH:23]=[CH:22][NH:21][C:17]=3[N:18]=[CH:19][N:20]=2)[CH:12]=[CH:13][N:14]=1.[CH3:24][C:25]1[N:26]=[CH:27][N:28]([C:30]2[CH:31]=[C:32]([CH:36]=[C:37]([C:39]([F:42])([F:41])[F:40])[CH:38]=2)[C:33](O)=[O:34])[CH:29]=1.CCN(C(C)C)C(C)C.CN(C(ON1N=NC2C=CC=NC1=2)=[N+](C)C)C.F[P-](F)(F)(F)(F)F. Product: [CH3:24][C:25]1[N:26]=[CH:27][N:28]([C:30]2[CH:31]=[C:32]([CH:36]=[C:37]([C:39]([F:42])([F:40])[F:41])[CH:38]=2)[C:33]([NH:8][C:5]2[CH:6]=[CH:7][C:2]([CH3:1])=[C:3]([NH:9][C:10]3[N:11]([C:15]4[C:16]5[CH:23]=[CH:22][NH:21][C:17]=5[N:18]=[CH:19][N:20]=4)[CH:12]=[CH:13][N:14]=3)[CH:4]=2)=[O:34])[CH:29]=1. The catalyst class is: 3. (4) Reactant: Cl[CH2:2][C@H:3]1[O:7][C@@H:6]([N:8]2[C:17]3[N:16]=[CH:15][N:14]=[C:12]([NH2:13])[C:11]=3[N:10]=[C:9]2[CH3:18])[C@H:5]([OH:19])[C@@H:4]1[OH:20].[CH3:21][S-:22].[Na+]. Product: [CH3:21][S:22][CH2:2][C@H:3]1[O:7][C@@H:6]([N:8]2[C:17]3[N:16]=[CH:15][N:14]=[C:12]([NH2:13])[C:11]=3[N:10]=[C:9]2[CH3:18])[C@H:5]([OH:19])[C@@H:4]1[OH:20]. The catalyst class is: 3. (5) Reactant: [C:1]([O:7][CH2:8][CH2:9][C@@H:10]1[O:63][C@@H:14]2[C@H:15]([O:45][Si:46]([C:59]([CH3:62])([CH3:61])[CH3:60])([C:53]3[CH:58]=[CH:57][CH:56]=[CH:55][CH:54]=3)[C:47]3[CH:52]=[CH:51][CH:50]=[CH:49][CH:48]=3)[C@@H:16]3[O:21][C@H:20]([CH2:22][CH:23]([OH:26])CO)[C@H:19]([O:27][Si:28]([C:41]([CH3:44])([CH3:43])[CH3:42])([C:35]4[CH:40]=[CH:39][CH:38]=[CH:37][CH:36]=4)[C:29]4[CH:34]=[CH:33][CH:32]=[CH:31][CH:30]=4)[C@@H:17]3[O:18][C@H:13]2[CH2:12][CH2:11]1)(=[O:6])[C:2]([CH3:5])([CH3:4])[CH3:3].C1COCC1.O.I([O-])(=O)(=O)=O.[Na+]. Product: [C:1]([O:7][CH2:8][CH2:9][C@@H:10]1[O:63][C@@H:14]2[C@H:15]([O:45][Si:46]([C:59]([CH3:62])([CH3:61])[CH3:60])([C:53]3[CH:54]=[CH:55][CH:56]=[CH:57][CH:58]=3)[C:47]3[CH:48]=[CH:49][CH:50]=[CH:51][CH:52]=3)[C@@H:16]3[O:21][C@H:20]([CH2:22][CH:23]=[O:26])[C@H:19]([O:27][Si:28]([C:41]([CH3:44])([CH3:43])[CH3:42])([C:29]4[CH:30]=[CH:31][CH:32]=[CH:33][CH:34]=4)[C:35]4[CH:40]=[CH:39][CH:38]=[CH:37][CH:36]=4)[C@@H:17]3[O:18][C@H:13]2[CH2:12][CH2:11]1)(=[O:6])[C:2]([CH3:3])([CH3:4])[CH3:5]. The catalyst class is: 237. (6) Reactant: [N:1]([CH2:4][CH2:5][CH2:6][O:7][C:8]1[CH:13]=[CH:12][C:11]([CH2:14][CH:15]([CH2:21][CH2:22][CH2:23][CH3:24])[C:16]([O:18][CH2:19][CH3:20])=[O:17])=[CH:10][CH:9]=1)=[N+]=[N-]. Product: [NH2:1][CH2:4][CH2:5][CH2:6][O:7][C:8]1[CH:13]=[CH:12][C:11]([CH2:14][CH:15]([CH2:21][CH2:22][CH2:23][CH3:24])[C:16]([O:18][CH2:19][CH3:20])=[O:17])=[CH:10][CH:9]=1. The catalyst class is: 45.